Predict the product of the given reaction. From a dataset of Forward reaction prediction with 1.9M reactions from USPTO patents (1976-2016). (1) Given the reactants [NH2:1][C@@H:2]1[C:8](=[O:9])[N:7]([CH3:10])[C:6]2[CH:11]=[CH:12][CH:13]=[CH:14][C:5]=2[C:4]2[CH:15]=[CH:16][CH:17]=[CH:18][C:3]1=2.[CH3:19][CH:20]([C:24]([NH:26][CH2:27][CH2:28][C:29]([F:35])([F:34])[C:30]([F:33])([F:32])[F:31])=[O:25])[C:21](O)=[O:22], predict the reaction product. The product is: [CH3:19][CH:20]([C:24]([NH:26][CH2:27][CH2:28][C:29]([F:34])([F:35])[C:30]([F:32])([F:31])[F:33])=[O:25])[C:21]([NH:1][C@@H:2]1[C:8](=[O:9])[N:7]([CH3:10])[C:6]2[CH:11]=[CH:12][CH:13]=[CH:14][C:5]=2[C:4]2[CH:15]=[CH:16][CH:17]=[CH:18][C:3]1=2)=[O:22]. (2) Given the reactants [CH3:1][O:2][C:3](=[O:6])[CH2:4][OH:5].[H-].[Na+].CS([C:13]1[N:18]=[C:17]([O:19][CH3:20])[CH:16]=[C:15]([O:21][CH3:22])[N:14]=1)(=O)=O, predict the reaction product. The product is: [CH3:1][O:2][C:3](=[O:6])[CH2:4][O:5][C:13]1[N:18]=[C:17]([O:19][CH3:20])[CH:16]=[C:15]([O:21][CH3:22])[N:14]=1. (3) Given the reactants [CH:1]([O:4][C:5]1[CH:11]=[CH:10][C:8]([NH2:9])=[CH:7][CH:6]=1)([CH3:3])[CH3:2].C([O:14][CH:15]=[C:16]([C:22](OCC)=O)[C:17]([O:19][CH2:20][CH3:21])=[O:18])C, predict the reaction product. The product is: [OH:14][C:15]1[C:10]2[C:8](=[CH:7][CH:6]=[C:5]([O:4][CH:1]([CH3:3])[CH3:2])[CH:11]=2)[N:9]=[CH:22][C:16]=1[C:17]([O:19][CH2:20][CH3:21])=[O:18]. (4) The product is: [NH:1]1[C:9]2[C:4](=[CH:5][CH:6]=[CH:7][CH:8]=2)[C:3]([CH2:10][CH2:11][C:12]([O:14][CH3:16])=[O:13])=[CH:2]1. Given the reactants [NH:1]1[C:9]2[C:4](=[CH:5][CH:6]=[CH:7][CH:8]=2)[C:3]([CH2:10][CH2:11][C:12]([OH:14])=[O:13])=[CH:2]1.Cl.[CH3:16]O, predict the reaction product. (5) Given the reactants [C:1]([C:3]1[CH:4]=[C:5]([C:13]2[S:17][C:16]([C:18]3[CH:26]=[CH:25][CH:24]=[C:23]4[C:19]=3[CH2:20][CH2:21][C@H:22]4[NH:27][S:28]([CH2:31][C:32]([OH:34])=O)(=[O:30])=[O:29])=[N:15][N:14]=2)[CH:6]=[CH:7][C:8]=1[O:9][CH:10]([CH3:12])[CH3:11])#[N:2].[CH3:35][N:36](C(ON1N=NC2C=CC=NC1=2)=[N+](C)C)[CH3:37].F[P-](F)(F)(F)(F)F.CCN(C(C)C)C(C)C.CNC, predict the reaction product. The product is: [C:1]([C:3]1[CH:4]=[C:5]([C:13]2[S:17][C:16]([C:18]3[CH:26]=[CH:25][CH:24]=[C:23]4[C:19]=3[CH2:20][CH2:21][C@H:22]4[NH:27][S:28]([CH2:31][C:32]([N:36]([CH3:37])[CH3:35])=[O:34])(=[O:29])=[O:30])=[N:15][N:14]=2)[CH:6]=[CH:7][C:8]=1[O:9][CH:10]([CH3:11])[CH3:12])#[N:2]. (6) Given the reactants [H-].[Na+].Cl[C:4]1[N:5]([CH2:12][CH:13]([OH:20])[CH2:14][CH2:15][O:16][CH2:17][O:18][CH3:19])[CH:6]=[C:7]([N+:9]([O-:11])=[O:10])[N:8]=1, predict the reaction product. The product is: [CH3:19][O:18][CH2:17][O:16][CH2:15][CH2:14][CH:13]1[O:20][C:4]2=[N:8][C:7]([N+:9]([O-:11])=[O:10])=[CH:6][N:5]2[CH2:12]1. (7) The product is: [Cl:19][C:20]1[C:21]([C:26]([C:2]2[CH:7]=[CH:6][C:5]([O:8][C:9]([F:12])([F:11])[F:10])=[C:4]([F:13])[CH:3]=2)=[O:27])=[N:22][CH:23]=[CH:24][N:25]=1. Given the reactants Br[C:2]1[CH:7]=[CH:6][C:5]([O:8][C:9]([F:12])([F:11])[F:10])=[C:4]([F:13])[CH:3]=1.C([Mg]Cl)(C)C.[Cl:19][C:20]1[C:21]([C:26](N(OC)C)=[O:27])=[N:22][CH:23]=[CH:24][N:25]=1, predict the reaction product. (8) Given the reactants [S:1]1[CH:5]=[CH:4][CH:3]=[C:2]1[CH:6]=O.[CH2:8]([NH2:12])[CH2:9][CH2:10][CH3:11].[C:13]1(=[O:24])[O:19][C:17](=O)[C:16]2=[CH:20][CH:21]=[CH:22][CH:23]=[C:15]2[CH2:14]1.[CH3:25][O:26][C:27]1[CH:28]=[C:29]([CH:31]=[CH:32][CH:33]=1)[NH2:30], predict the reaction product. The product is: [CH2:8]([N:12]1[CH:6]([C:2]2[S:1][CH:5]=[CH:4][CH:3]=2)[CH:14]([C:13]([NH:30][C:29]2[CH:31]=[CH:32][CH:33]=[C:27]([O:26][CH3:25])[CH:28]=2)=[O:24])[C:15]2[C:16](=[CH:20][CH:21]=[CH:22][CH:23]=2)[C:17]1=[O:19])[CH2:9][CH2:10][CH3:11]. (9) The product is: [CH3:28][O:27][C:24]1[CH:25]=[CH:26][C:21]2[O:20][CH2:19][C:18](=[O:29])[N:17]([CH2:16][CH2:15][N:12]3[CH2:11][CH2:10][CH:9]([NH:8][CH2:41][C:39]4[CH:38]=[CH:37][C:34]5[O:35][CH2:36][C:31](=[O:30])[NH:32][C:33]=5[N:40]=4)[CH2:14][CH2:13]3)[C:22]=2[CH:23]=1. Given the reactants FC(F)(F)C(O)=O.[NH2:8][CH:9]1[CH2:14][CH2:13][N:12]([CH2:15][CH2:16][N:17]2[C:22]3[CH:23]=[C:24]([O:27][CH3:28])[CH:25]=[CH:26][C:21]=3[O:20][CH2:19][C:18]2=[O:29])[CH2:11][CH2:10]1.[O:30]=[C:31]1[CH2:36][O:35][C:34]2[CH:37]=[CH:38][C:39]([CH:41]=O)=[N:40][C:33]=2[NH:32]1.C([BH3-])#N.[Na+], predict the reaction product.